From a dataset of Full USPTO retrosynthesis dataset with 1.9M reactions from patents (1976-2016). Predict the reactants needed to synthesize the given product. (1) Given the product [NH2:1][C:2]1[C:7]([S:8]([NH2:13])(=[O:10])=[O:9])=[CH:6][C:5]([Br:12])=[CH:4][N:3]=1, predict the reactants needed to synthesize it. The reactants are: [NH2:1][C:2]1[C:7]([S:8](Cl)(=[O:10])=[O:9])=[CH:6][C:5]([Br:12])=[CH:4][N:3]=1.[NH3:13]. (2) Given the product [NH:32]1[C:36]2=[N:37][C:38]([CH2:41][NH:42][C:24]3[N:25]=[CH:26][CH:27]=[CH:28][C:23]=3[C:21]([NH:20][C:12]3[CH:11]=[C:10]4[C:15]([C:16]([CH3:19])([CH3:18])[CH2:17][NH:8][CH2:9]4)=[CH:14][CH:13]=3)=[O:22])=[CH:39][CH:40]=[C:35]2[CH2:34][CH2:33]1, predict the reactants needed to synthesize it. The reactants are: C(OC([N:8]1[CH2:17][C:16]([CH3:19])([CH3:18])[C:15]2[C:10](=[CH:11][C:12]([NH:20][C:21]([C:23]3[C:24](F)=[N:25][CH:26]=[CH:27][CH:28]=3)=[O:22])=[CH:13][CH:14]=2)[CH2:9]1)=O)(C)(C)C.Cl.Cl.[NH:32]1[C:36]2=[N:37][C:38]([CH2:41][NH2:42])=[CH:39][CH:40]=[C:35]2[CH2:34][CH2:33]1. (3) The reactants are: [CH3:1][C:2]1[O:3][C:4]2[C:9]([C:10](=[O:12])[CH:11]=1)=[CH:8][CH:7]=[CH:6][C:5]=2[CH:13]=[C:14]([C:19](=O)[CH3:20])[C:15]([O:17][CH3:18])=[O:16].[NH2:22][C:23]([CH3:33])=[CH:24][C:25](=[O:32])[CH2:26][CH2:27][CH:28]1[CH2:31][CH2:30][CH2:29]1. Given the product [CH:28]1([CH2:27][CH2:26][C:25]([C:24]2[CH:13]([C:5]3[CH:6]=[CH:7][CH:8]=[C:9]4[C:4]=3[O:3][C:2]([CH3:1])=[CH:11][C:10]4=[O:12])[C:14]([C:15]([O:17][CH3:18])=[O:16])=[C:19]([CH3:20])[NH:22][C:23]=2[CH3:33])=[O:32])[CH2:29][CH2:30][CH2:31]1, predict the reactants needed to synthesize it. (4) Given the product [CH:17]([C:5]1[C:6]([OH:7])=[C:1]([CH:17]=[CH:18][C:19]2[CH:24]=[CH:23][CH:22]=[CH:21][CH:20]=2)[CH:2]=[C:3]([CH3:8])[CH:4]=1)=[CH:18][C:19]1[CH:24]=[CH:23][CH:22]=[CH:21][CH:20]=1, predict the reactants needed to synthesize it. The reactants are: [CH:1]1[C:6]([OH:7])=[CH:5][CH:4]=[C:3]([CH3:8])[CH:2]=1.FC(F)(F)S(O)(=O)=O.[CH2:17]=[CH:18][C:19]1[CH:24]=[CH:23][CH:22]=[CH:21][CH:20]=1.